From a dataset of Reaction yield outcomes from USPTO patents with 853,638 reactions. Predict the reaction yield, written as a fraction of the theoretical maximum amount of product (1.0 means a 100% yield; for example, 0.34 means a 34% yield). (1) The reactants are [OH:1][CH2:2][C:3]1[CH:4]=[CH:5][C:6]([CH2:10][C:11]2[CH:16]=[CH:15][C:14]([O:17][C:18]([F:21])([F:20])[F:19])=[CH:13][CH:12]=2)=[C:7]([OH:9])[CH:8]=1.[C:22](OC=C)(=[O:24])[CH3:23].CCCC[Sn](Cl)(O[Sn](Cl)(CCCC)CCCC)CCCC.C(OCC)(=O)C. The catalyst is O1CCCC1. The product is [C:22]([O:1][CH2:2][C:3]1[CH:4]=[CH:5][C:6]([CH2:10][C:11]2[CH:16]=[CH:15][C:14]([O:17][C:18]([F:19])([F:20])[F:21])=[CH:13][CH:12]=2)=[C:7]([OH:9])[CH:8]=1)(=[O:24])[CH3:23]. The yield is 0.960. (2) The reactants are [H-].[Na+].[OH:3][CH2:4][C@H:5]1[CH2:7][C@@H:6]1[C:8]([O:10][CH3:11])=[O:9].[CH2:12](Br)[C:13]1[CH:18]=[CH:17][CH:16]=[CH:15][CH:14]=1.Cl. The catalyst is C1COCC1.[I-].C([N+](CCCC)(CCCC)CCCC)CCC. The product is [CH2:12]([O:3][CH2:4][C@H:5]1[CH2:7][C@@H:6]1[C:8]([O:10][CH3:11])=[O:9])[C:13]1[CH:18]=[CH:17][CH:16]=[CH:15][CH:14]=1. The yield is 0.360. (3) The reactants are C([Si]([S:11][Si:12]([CH:19]([CH3:21])[CH3:20])([CH:16]([CH3:18])[CH3:17])[CH:13]([CH3:15])[CH3:14])(C(C)C)C(C)C)(C)C.[H-].[Na+].[C:24]([C:26]1([CH2:49][CH:50]2[CH2:52][CH2:51]2)[CH2:31][CH2:30][C:29](OS(C(F)(F)C(F)(F)C(F)(F)C(F)(F)F)(=O)=O)=[CH:28][CH2:27]1)#[N:25]. The catalyst is O1CCCC1.C1(C)C=CC=CC=1. The product is [CH:50]1([CH2:49][C:26]2([C:24]#[N:25])[CH2:31][CH2:30][C:29]([S:11][Si:12]([CH:13]([CH3:14])[CH3:15])([CH:16]([CH3:17])[CH3:18])[CH:19]([CH3:20])[CH3:21])=[CH:28][CH2:27]2)[CH2:52][CH2:51]1. The yield is 1.00. (4) The reactants are [C:1]([O:5][C:6]([N:8]1[CH2:12][CH2:11][CH2:10][C:9]1([CH2:34][CH2:35][CH3:36])[C:13]([C:15]1[CH:16]=[C:17]2[CH:23]=[CH:22][N:21]([Si](C(C)C)(C(C)C)C(C)C)[C:18]2=[N:19][CH:20]=1)=[O:14])=[O:7])([CH3:4])([CH3:3])[CH3:2].C[N+](C)(C)C.[F-]. The catalyst is C1COCC1.C([O-])(O)=O.[Na+].O. The product is [C:1]([O:5][C:6]([N:8]1[CH2:12][CH2:11][CH2:10][C:9]1([CH2:34][CH2:35][CH3:36])[C:13]([C:15]1[CH:16]=[C:17]2[CH:23]=[CH:22][NH:21][C:18]2=[N:19][CH:20]=1)=[O:14])=[O:7])([CH3:4])([CH3:3])[CH3:2]. The yield is 0.860. (5) The reactants are I[C:2]1[C:7]([N+:8]([O-:10])=[O:9])=[CH:6][N:5]=[C:4]2[O:11][CH2:12][CH2:13][C:3]=12.[F:14][C:15]([F:31])([F:30])[C@H:16]1[CH2:21][NH:20][CH2:19][C@@H:18]([NH:22][C:23](=[O:29])[O:24][C:25]([CH3:28])([CH3:27])[CH3:26])[CH2:17]1.CCN(C(C)C)C(C)C. The catalyst is CCO. The product is [N+:8]([C:7]1[C:2]([N:20]2[CH2:21][C@H:16]([C:15]([F:31])([F:30])[F:14])[CH2:17][C@H:18]([NH:22][C:23](=[O:29])[O:24][C:25]([CH3:27])([CH3:26])[CH3:28])[CH2:19]2)=[C:3]2[CH2:13][CH2:12][O:11][C:4]2=[N:5][CH:6]=1)([O-:10])=[O:9]. The yield is 0.690.